This data is from CYP2C9 inhibition data for predicting drug metabolism from PubChem BioAssay. The task is: Regression/Classification. Given a drug SMILES string, predict its absorption, distribution, metabolism, or excretion properties. Task type varies by dataset: regression for continuous measurements (e.g., permeability, clearance, half-life) or binary classification for categorical outcomes (e.g., BBB penetration, CYP inhibition). Dataset: cyp2c9_veith. (1) The drug is CO[C@H]1COC(=O)[C@@H](C)COC(=O)[C@@H](OCc2ccccc2)/C=C\[C@@H]1C. The result is 0 (non-inhibitor). (2) The drug is O=C(Nc1ccccc1)N1CCCC2(CCNCC2)C1. The result is 0 (non-inhibitor).